This data is from Full USPTO retrosynthesis dataset with 1.9M reactions from patents (1976-2016). The task is: Predict the reactants needed to synthesize the given product. (1) Given the product [C:13]([C:5]1[C:4]([N+:1]([O-:3])=[O:2])=[CH:12][CH:11]=[CH:10][C:6]=1[C:7]([O:9][CH3:16])=[O:8])([OH:15])=[O:14], predict the reactants needed to synthesize it. The reactants are: [N+:1]([C:4]1[CH:12]=[CH:11][CH:10]=[C:6]([C:7]([OH:9])=[O:8])[C:5]=1[C:13]([OH:15])=[O:14])([O-:3])=[O:2].[CH:16]([O-])([O-])OC.S(=O)(=O)(O)O. (2) Given the product [N:8]1([C:1]([CH:13]2[CH2:15][CH2:14]2)=[O:2])[CH:12]=[CH:11][N:10]=[CH:9]1, predict the reactants needed to synthesize it. The reactants are: [C:1]([N:8]1[CH:12]=[CH:11][N:10]=[CH:9]1)(N1C=CN=C1)=[O:2].[CH:13]1(C(O)=O)[CH2:15][CH2:14]1. (3) Given the product [CH3:10][O:11][C:12](=[O:21])[C:13]1[CH:18]=[CH:17][C:16]([CH2:19][N:5]2[C:6]([CH:8]=[O:9])=[CH:7][N:3]=[CH:4]2)=[CH:15][CH:14]=1, predict the reactants needed to synthesize it. The reactants are: [H-].[Na+].[NH:3]1[CH:7]=[C:6]([CH:8]=[O:9])[N:5]=[CH:4]1.[CH3:10][O:11][C:12](=[O:21])[C:13]1[CH:18]=[CH:17][C:16]([CH2:19]Br)=[CH:15][CH:14]=1. (4) Given the product [OH:32][C@H:31]([C:22]1[CH:23]=[CH:24][C:25]2[C:26](=[O:30])[O:27][CH2:28][C:29]=2[C:21]=1[CH3:20])[CH2:33][N:6]1[CH2:5][CH2:4][N:3]([C:8]2[CH:17]=[C:16]3[C:11]([CH:12]=[CH:13][C:14]([C:18]#[N:19])=[CH:15]3)=[CH:10][CH:9]=2)[C:2](=[O:1])[CH2:7]1, predict the reactants needed to synthesize it. The reactants are: [O:1]=[C:2]1[CH2:7][NH:6][CH2:5][CH2:4][N:3]1[C:8]1[CH:17]=[C:16]2[C:11]([CH:12]=[CH:13][C:14]([C:18]#[N:19])=[CH:15]2)=[CH:10][CH:9]=1.[CH3:20][C:21]1[C:29]2[CH2:28][O:27][C:26](=[O:30])[C:25]=2[CH:24]=[CH:23][C:22]=1[C@@H:31]1[CH2:33][O:32]1. (5) Given the product [Br:10][C:6]1[CH:7]=[CH:8][CH:9]=[C:2]([N:68]2[CH2:67][CH2:66][C:65]3[C:70](=[CH:71][CH:72]=[C:63]([C:60]([OH:59])([CH3:61])[CH3:62])[CH:64]=3)[C:69]2=[O:73])[C:3]=1[CH:4]=[O:5], predict the reactants needed to synthesize it. The reactants are: Br[C:2]1[CH:9]=[CH:8][CH:7]=[C:6]([Br:10])[C:3]=1[CH:4]=[O:5].CC1(C)C2C(=C(P(C3C=CC=CC=3)C3C=CC=CC=3)C=CC=2)OC2C(P(C3C=CC=CC=3)C3C=CC=CC=3)=CC=CC1=2.C([O-])([O-])=O.[Cs+].[Cs+].[OH:59][C:60]([C:63]1[CH:64]=[C:65]2[C:70](=[CH:71][CH:72]=1)[C:69](=[O:73])[NH:68][CH2:67][CH2:66]2)([CH3:62])[CH3:61].